From a dataset of Forward reaction prediction with 1.9M reactions from USPTO patents (1976-2016). Predict the product of the given reaction. (1) Given the reactants Br[C:2]1[C:8]([C:9]([F:12])([F:11])[F:10])=[CH:7][C:5]([NH2:6])=[CH:4][C:3]=1[Cl:13].[CH3:14][N:15]1[CH2:20][CH2:19][N:18]([S:21]([C:24]2[CH:29]=[CH:28][C:27](B3OC(C)(C)C(C)(C)O3)=[CH:26][CH:25]=2)(=[O:23])=[O:22])[CH2:17][CH2:16]1.C(=O)([O-])[O-].[Na+].[Na+].O, predict the reaction product. The product is: [Cl:13][C:3]1[CH:4]=[C:5]([NH2:6])[CH:7]=[C:8]([C:9]([F:12])([F:11])[F:10])[C:2]=1[C:27]1[CH:28]=[CH:29][C:24]([S:21]([N:18]2[CH2:19][CH2:20][N:15]([CH3:14])[CH2:16][CH2:17]2)(=[O:22])=[O:23])=[CH:25][CH:26]=1. (2) Given the reactants C([O:8][C:9]([C@H:11]1[CH2:16][N:15]([C:17]2[S:18][C:19]([C:23]([O:25][C:26]([CH3:29])([CH3:28])[CH3:27])=[O:24])=[C:20]([CH3:22])[N:21]=2)[CH2:14][CH2:13][N:12]1[S:30]([C:33]1[CH:38]=[CH:37][C:36]([O:39][C:40]([F:43])([F:42])[F:41])=[CH:35][CH:34]=1)(=[O:32])=[O:31])=[O:10])C1C=CC=CC=1.C(O)(=O)C, predict the reaction product. The product is: [C:26]([O:25][C:23]([C:19]1[S:18][C:17]([N:15]2[CH2:14][CH2:13][N:12]([S:30]([C:33]3[CH:34]=[CH:35][C:36]([O:39][C:40]([F:43])([F:41])[F:42])=[CH:37][CH:38]=3)(=[O:32])=[O:31])[C@@H:11]([C:9]([OH:10])=[O:8])[CH2:16]2)=[N:21][C:20]=1[CH3:22])=[O:24])([CH3:29])([CH3:28])[CH3:27]. (3) Given the reactants [O:1]1[C:11]2[C:6](=[CH:7][CH:8]=[CH:9][CH:10]=2)[CH:5]=[C:4]([C:12]([NH:14][C@H:15]([C:25]([O:27]C)=[O:26])[CH2:16][C:17]2[CH:22]=[CH:21][C:20]([O:23][CH3:24])=[CH:19][CH:18]=2)=[O:13])[C:2]1=[O:3].[OH-].[Na+], predict the reaction product. The product is: [O:1]1[C:11]2[C:6](=[CH:7][CH:8]=[CH:9][CH:10]=2)[CH:5]=[C:4]([C:12]([NH:14][C@H:15]([C:25]([OH:27])=[O:26])[CH2:16][C:17]2[CH:18]=[CH:19][C:20]([O:23][CH3:24])=[CH:21][CH:22]=2)=[O:13])[C:2]1=[O:3]. (4) Given the reactants [CH3:1][O:2][C:3]1[CH:24]=[CH:23][C:6]2[N:7]=[C:8]3[C@@H:12]([CH2:13][C:14]4[CH:19]=[CH:18][C:17]([O:20][CH3:21])=[CH:16][CH:15]=4)[NH:11][C:10](=[O:22])[N:9]3[C:5]=2[CH:4]=1.C[O:26][C:27]1[CH:28]=[CH:29][C:30]2[N:34]3C(=O)N[C@H](CC4C=CC(OC)=CC=4)C3=N[C:31]=2[CH:48]=1.N[C@H]1CC[C@H](O)CC1.C(O)(C(F)(F)F)=O, predict the reaction product. The product is: [OH:26][C@H:27]1[CH2:28][CH2:29][C@H:30]([NH:34][C:10]([NH:11][C@@H:12]([C:8]2[NH:7][C:6]3[CH:23]=[CH:24][C:3]([O:2][CH3:1])=[CH:4][C:5]=3[N:9]=2)[CH2:13][C:14]2[CH:19]=[CH:18][C:17]([O:20][CH3:21])=[CH:16][CH:15]=2)=[O:22])[CH2:31][CH2:48]1.